From a dataset of Full USPTO retrosynthesis dataset with 1.9M reactions from patents (1976-2016). Predict the reactants needed to synthesize the given product. (1) Given the product [C:41]([C:38]1[CH:37]=[CH:36][C:35]([CH2:34][NH:33][CH:43]2[CH2:48][CH2:47][N:46]([C:49]([C@@H:50]([NH:55][C:12](=[O:14])[C@H:11]([CH2:15][CH:16]3[CH2:17][CH2:18][CH2:19][CH2:20]3)[CH2:10][N:9]([CH:21]=[O:22])[OH:8])[C:51]([CH3:54])([CH3:52])[CH3:53])=[O:56])[CH2:45][CH2:44]2)=[CH:40][CH:39]=1)#[N:42], predict the reactants needed to synthesize it. The reactants are: C([O:8][N:9]([CH:21]=[O:22])[CH2:10][C@@H:11]([CH2:15][CH:16]1[CH2:20][CH2:19][CH2:18][CH2:17]1)[C:12]([OH:14])=O)C1C=CC=CC=1.Cl.C(OC(=O)[N:33]([CH:43]1[CH2:48][CH2:47][N:46]([C:49](=[O:56])[C@@H:50]([NH2:55])[C:51]([CH3:54])([CH3:53])[CH3:52])[CH2:45][CH2:44]1)[CH2:34][C:35]1[CH:40]=[CH:39][C:38]([C:41]#[N:42])=[CH:37][CH:36]=1)C1C=CC=CC=1. (2) Given the product [CH3:16][O:17][N:18]([CH3:33])[C:19]([C:20]1[N:21]=[C:22]([CH2:26][N:27]([CH2:28][CH2:29][O:30][CH3:31])[C:9](=[O:10])[O:11][C:12]([CH3:13])([CH3:14])[CH3:15])[CH:23]=[CH:24][CH:25]=1)=[O:32], predict the reactants needed to synthesize it. The reactants are: [C:9](O[C:9]([O:11][C:12]([CH3:15])([CH3:14])[CH3:13])=[O:10])([O:11][C:12]([CH3:15])([CH3:14])[CH3:13])=[O:10].[CH3:16][O:17][N:18]([CH3:33])[C:19](=[O:32])[C:20]1[CH:25]=[CH:24][CH:23]=[C:22]([CH2:26][NH:27][CH2:28][CH2:29][O:30][CH3:31])[N:21]=1.CO. (3) Given the product [NH2:72][C:69]1[N:68]=[CH:67][C:66]([C:56]2[N:57]=[C:58]([N:60]3[CH2:65][CH2:64][O:63][CH2:62][CH2:61]3)[N:59]=[C:54]([NH:83][C:75]3[CH:74]=[N:73][C:82]4[C:77]([CH:76]=3)=[CH:78][CH:79]=[CH:80][CH:81]=4)[CH:55]=2)=[CH:71][N:70]=1, predict the reactants needed to synthesize it. The reactants are: C1C=CC(P(C2C(C3C(P(C4C=CC=CC=4)C4C=CC=CC=4)=CC=C4C=3C=CC=C4)=C3C(C=CC=C3)=CC=2)C2C=CC=CC=2)=CC=1.C(=O)([O-])[O-].[Cs+].[Cs+].Cl[C:54]1[N:59]=[C:58]([N:60]2[CH2:65][CH2:64][O:63][CH2:62][CH2:61]2)[N:57]=[C:56]([C:66]2[CH:67]=[N:68][C:69]([NH2:72])=[N:70][CH:71]=2)[CH:55]=1.[N:73]1[C:82]2[C:77](=[CH:78][CH:79]=[CH:80][CH:81]=2)[CH:76]=[C:75]([NH2:83])[CH:74]=1. (4) The reactants are: [O:1]([CH2:9][C:10]1[C:11]2[N:12]([N:16]=[C:17]([C:19]([F:22])([F:21])[F:20])[N:18]=2)[CH:13]=[CH:14][CH:15]=1)[Si:2]([C:5]([CH3:8])([CH3:7])[CH3:6])([CH3:4])[CH3:3].C([Li])CCC.[I:28]CCI.C(=O)([O-])O.[Na+]. Given the product [O:1]([CH2:9][C:10]1[C:11]2[N:12]([N:16]=[C:17]([C:19]([F:22])([F:21])[F:20])[N:18]=2)[C:13]([I:28])=[CH:14][CH:15]=1)[Si:2]([C:5]([CH3:8])([CH3:7])[CH3:6])([CH3:4])[CH3:3], predict the reactants needed to synthesize it. (5) Given the product [C:1]([C:5]1[CH:10]=[CH:9][C:8]([O:11][CH2:12][CH2:13][CH2:14][CH2:15][CH2:16][CH2:17][CH2:18][CH2:19][N:25]2[C:24](=[O:26])[C:23]3=[CH:27][CH:28]=[CH:29][CH:30]=[C:22]3[C:21]2=[O:31])=[CH:7][CH:6]=1)([CH3:4])([CH3:3])[CH3:2], predict the reactants needed to synthesize it. The reactants are: [C:1]([C:5]1[CH:10]=[CH:9][C:8]([O:11][CH2:12][CH2:13][CH2:14][CH2:15][CH2:16][CH2:17][CH2:18][CH2:19]I)=[CH:7][CH:6]=1)([CH3:4])([CH3:3])[CH3:2].[C:21]1(=[O:31])[NH:25][C:24](=[O:26])[C:23]2=[CH:27][CH:28]=[CH:29][CH:30]=[C:22]12.[K].C(OCCCCCCCCN1C(=O)C2=CC=CC=C2C1=O)CCCCC. (6) Given the product [C:12]([O:16][C:17](=[O:42])[CH2:18][O:19][C:20]1[C:29]2[CH2:28][CH2:27][CH2:26][CH:25]([NH:30][S:31]([C:34]3[CH:35]=[N:36][C:37]([O:9][C:3]4[CH:4]=[CH:5][C:6]([F:8])=[CH:7][C:2]=4[Cl:1])=[C:38]([Br:40])[CH:39]=3)(=[O:32])=[O:33])[C:24]=2[CH:23]=[CH:22][CH:21]=1)([CH3:15])([CH3:13])[CH3:14], predict the reactants needed to synthesize it. The reactants are: [Cl:1][C:2]1[CH:7]=[C:6]([F:8])[CH:5]=[CH:4][C:3]=1[OH:9].[H-].[Na+].[C:12]([O:16][C:17](=[O:42])[CH2:18][O:19][C:20]1[C:29]2[CH2:28][CH2:27][CH2:26][CH:25]([NH:30][S:31]([C:34]3[CH:35]=[N:36][C:37](Cl)=[C:38]([Br:40])[CH:39]=3)(=[O:33])=[O:32])[C:24]=2[CH:23]=[CH:22][CH:21]=1)([CH3:15])([CH3:14])[CH3:13]. (7) Given the product [CH3:38][O:39][C:40]1[CH:41]=[C:42](/[CH:52]=[CH:53]/[C:54]([NH:21][N:22]2[CH2:27][CH2:26][CH2:25][CH:24]([C:28]3[CH:29]=[C:30]([F:36])[C:31]([F:35])=[C:32]([F:34])[CH:33]=3)[C:23]2=[O:37])=[O:55])[CH:43]=[CH:44][C:45]=1[N:46]1[CH:50]=[C:49]([CH3:51])[N:48]=[CH:47]1, predict the reactants needed to synthesize it. The reactants are: C(N(C(C)C)CC)(C)C.C1C=CC2N(O)N=NC=2C=1.Cl.[NH2:21][N:22]1[CH2:27][CH2:26][CH2:25][CH:24]([C:28]2[CH:33]=[C:32]([F:34])[C:31]([F:35])=[C:30]([F:36])[CH:29]=2)[C:23]1=[O:37].[CH3:38][O:39][C:40]1[CH:41]=[C:42](/[CH:52]=[CH:53]/[C:54](O)=[O:55])[CH:43]=[CH:44][C:45]=1[N:46]1[CH:50]=[C:49]([CH3:51])[N:48]=[CH:47]1.O.C(=O)(O)[O-].[Na+].